Task: Predict the reaction yield, written as a fraction of the theoretical maximum amount of product (1.0 means a 100% yield; for example, 0.34 means a 34% yield).. Dataset: Reaction yield outcomes from USPTO patents with 853,638 reactions (1) The reactants are [Cl:1][C:2]1[CH:10]=[C:9]2[C:5]([C:6]([CH:11]=[O:12])=[CH:7][NH:8]2)=[CH:4][C:3]=1[C:13]1[CH:18]=[CH:17][C:16]([CH2:19][CH2:20][OH:21])=[CH:15][CH:14]=1.CC(=CC)C.Cl([O-])=[O:28].[Na+].O.OP([O-])(O)=O.[Na+]. The catalyst is C(#N)C.C(O)(C)(C)C.O. The product is [Cl:1][C:2]1[CH:10]=[C:9]2[C:5]([C:6]([C:11]([OH:28])=[O:12])=[CH:7][NH:8]2)=[CH:4][C:3]=1[C:13]1[CH:18]=[CH:17][C:16]([CH2:19][CH2:20][OH:21])=[CH:15][CH:14]=1. The yield is 0.250. (2) The reactants are [Cl:1][C:2]1[N:3]=[CH:4][C:5]2[C:10]([CH3:11])=[CH:9][NH:8][C:6]=2[N:7]=1.Br[C:13]1[CH:18]=[CH:17][CH:16]=[CH:15][N:14]=1.[O-]P([O-])([O-])=O.[K+].[K+].[K+].N[C@@H]1CCCC[C@H]1N. The catalyst is O1CCOCC1.C(OCC)(=O)C.[Cu]I. The product is [Cl:1][C:2]1[N:3]=[CH:4][C:5]2[C:10]([CH3:11])=[CH:9][N:8]([C:13]3[CH:18]=[CH:17][CH:16]=[CH:15][N:14]=3)[C:6]=2[N:7]=1. The yield is 0.550. (3) The reactants are [C:1]([C:3]1[CH:8]=[CH:7][CH:6]=[CH:5][C:4]=1[C:9]1[CH:14]=[CH:13][C:12]([CH2:15][CH:16]([C:22](=O)[CH2:23][CH2:24][CH3:25])[C:17](OCC)=[O:18])=[C:11]([F:27])[CH:10]=1)#[N:2].[CH3:28][C:29]1[NH:30][C:31]([NH:34][CH:35]2[CH2:40][CH2:39][S:38][CH2:37][CH2:36]2)=[N:32][N:33]=1. No catalyst specified. The product is [F:27][C:11]1[CH:10]=[C:9]([C:4]2[C:3]([C:1]#[N:2])=[CH:8][CH:7]=[CH:6][CH:5]=2)[CH:14]=[CH:13][C:12]=1[CH2:15][C:16]1[C:17](=[O:18])[N:34]([CH:35]2[CH2:36][CH2:37][S:38][CH2:39][CH2:40]2)[C:31]2[N:32]([N:33]=[C:29]([CH3:28])[N:30]=2)[C:22]=1[CH2:23][CH2:24][CH3:25]. The yield is 0.270.